This data is from Retrosynthesis with 50K atom-mapped reactions and 10 reaction types from USPTO. The task is: Predict the reactants needed to synthesize the given product. (1) Given the product ON=CC1=CCCOC1, predict the reactants needed to synthesize it. The reactants are: NO.O=CC1=CCCOC1. (2) Given the product CC(C)[C@H](Nc1ccc(C(F)(F)F)cc1)C(=O)O, predict the reactants needed to synthesize it. The reactants are: CC(C)[C@H](Br)C(=O)O.Nc1ccc(C(F)(F)F)cc1.